This data is from Reaction yield outcomes from USPTO patents with 853,638 reactions. The task is: Predict the reaction yield, written as a fraction of the theoretical maximum amount of product (1.0 means a 100% yield; for example, 0.34 means a 34% yield). The reactants are [CH3:1][C:2]1[C:3]2[N:4]([C:8]([C@@H:29]3[CH2:34][CH2:33][CH2:32][CH2:31][NH:30]3)=[N:9][C:10]=2[C:11]2[CH:28]=[CH:27][C:14]([C:15]([NH:17][C:18]3[CH:23]=[C:22]([CH2:24][CH2:25][CH3:26])[CH:21]=[CH:20][N:19]=3)=[O:16])=[CH:13][CH:12]=2)[CH:5]=[CH:6][N:7]=1.[Cl:35][C:36]1[N:41]=[C:40]([C:42](O)=[O:43])[CH:39]=[CH:38][N:37]=1. The yield is 0.331. The product is [Cl:35][C:36]1[N:41]=[C:40]([C:42]([N:30]2[CH2:31][CH2:32][CH2:33][CH2:34][C@H:29]2[C:8]2[N:4]3[CH:5]=[CH:6][N:7]=[C:2]([CH3:1])[C:3]3=[C:10]([C:11]3[CH:28]=[CH:27][C:14]([C:15]([NH:17][C:18]4[CH:23]=[C:22]([CH2:24][CH2:25][CH3:26])[CH:21]=[CH:20][N:19]=4)=[O:16])=[CH:13][CH:12]=3)[N:9]=2)=[O:43])[CH:39]=[CH:38][N:37]=1. No catalyst specified.